From a dataset of Full USPTO retrosynthesis dataset with 1.9M reactions from patents (1976-2016). Predict the reactants needed to synthesize the given product. (1) Given the product [CH3:44][C:33]1([CH3:45])[C@H:34]([C:36]([N:38]2[CH2:43][CH2:42][O:41][CH2:40][CH2:39]2)=[O:37])[CH2:35][C@@H:32]1[NH:31][C:30]([C@:14]12[CH2:26][CH2:25][C@@H:24]([C:27]([CH3:29])=[CH2:28])[C@@H:15]1[C@@H:16]1[C@@:11]([CH3:47])([CH2:12][CH2:13]2)[C@@:10]2([CH3:48])[C@@H:19]([C@:20]3([CH3:23])[C@@H:7]([CH2:8][CH2:9]2)[C:6]([CH3:49])([CH3:50])[C@@H:5]([OH:4])[CH2:22][CH2:21]3)[CH2:18][CH2:17]1)=[O:46], predict the reactants needed to synthesize it. The reactants are: C([O:4][C@H:5]1[CH2:22][CH2:21][C@@:20]2([CH3:23])[C@@H:7]([CH2:8][CH2:9][C@:10]3([CH3:48])[C@@H:19]2[CH2:18][CH2:17][C@H:16]2[C@@:11]3([CH3:47])[CH2:12][CH2:13][C@@:14]3([C:30](=[O:46])[NH:31][C@H:32]4[CH2:35][C@@H:34]([C:36]([N:38]5[CH2:43][CH2:42][O:41][CH2:40][CH2:39]5)=[O:37])[C:33]4([CH3:45])[CH3:44])[CH2:26][CH2:25][C@@H:24]([C:27]([CH3:29])=[CH2:28])[C@@H:15]32)[C:6]1([CH3:50])[CH3:49])(=O)C.[OH-].[Na+]. (2) Given the product [NH2:4][C:67](=[O:68])[C@@H:65]([N:64]([CH3:70])[C:62](=[O:63])[C:58]1[CH:59]=[CH:60][CH:61]=[C:56]([N:50]2[C:51]3[C:47](=[C:46]([NH:45][CH2:44][C:43]([OH:75])([C:71]([F:74])([F:73])[F:72])[CH2:42][C:41]([C:39]4[CH:40]=[C:35]([F:34])[CH:36]=[CH:37][C:38]=4[O:78][CH3:79])([CH3:77])[CH3:76])[CH:54]=[C:53]([CH3:55])[CH:52]=3)[CH:48]=[N:49]2)[CH:57]=1)[CH3:66], predict the reactants needed to synthesize it. The reactants are: C([N:4](CC)C(C)C)(C)C.CN(C(ON1N=NC2C=CC=NC1=2)=[N+](C)C)C.F[P-](F)(F)(F)(F)F.[F:34][C:35]1[CH:36]=[CH:37][C:38]([O:78][CH3:79])=[C:39]([C:41]([CH3:77])([CH3:76])[CH2:42][C:43]([OH:75])([C:71]([F:74])([F:73])[F:72])[CH2:44][NH:45][C:46]2[CH:54]=[C:53]([CH3:55])[CH:52]=[C:51]3[C:47]=2[CH:48]=[N:49][N:50]3[C:56]2[CH:57]=[C:58]([C:62]([N:64]([CH3:70])[C@H:65]([C:67](O)=[O:68])[CH3:66])=[O:63])[CH:59]=[CH:60][CH:61]=2)[CH:40]=1.N.O1CCOCC1. (3) Given the product [CH2:56]([N:63]1[C:5]([CH2:4][CH2:3][CH2:2][CH2:1][O:7][C:8]2[CH:9]=[CH:10][C:11]([CH2:14][CH2:15][CH2:16][NH:17][C@H:18]([C:37]3[CH:38]=[CH:39][CH:40]=[CH:41][CH:42]=3)[C@H:19]([NH:26][S:27]([C:30]3[CH:31]=[CH:32][C:33]([CH3:36])=[CH:34][CH:35]=3)(=[O:29])=[O:28])[C:20]3[CH:25]=[CH:24][CH:23]=[CH:22][CH:21]=3)=[CH:12][CH:13]=2)=[CH:6][N:65]=[N:64]1)[C:57]1[CH:62]=[CH:61][CH:60]=[CH:59][CH:58]=1, predict the reactants needed to synthesize it. The reactants are: [CH2:1]([O:7][C:8]1[CH:13]=[CH:12][C:11]([CH2:14][CH2:15][CH2:16][NH:17][C@H:18]([C:37]2[CH:42]=[CH:41][CH:40]=[CH:39][CH:38]=2)[C@H:19]([NH:26][S:27]([C:30]2[CH:35]=[CH:34][C:33]([CH3:36])=[CH:32][CH:31]=2)(=[O:29])=[O:28])[C:20]2[CH:25]=[CH:24][CH:23]=[CH:22][CH:21]=2)=[CH:10][CH:9]=1)[CH2:2][CH2:3][CH2:4][C:5]#[CH:6].[Na].O=C1O[C@H]([C@H](CO)O)C([O-])=C1O.[CH2:56]([N:63]=[N+:64]=[N-:65])[C:57]1[CH:62]=[CH:61][CH:60]=[CH:59][CH:58]=1.[OH-].[NH4+]. (4) Given the product [C:26]([O:29][C:30]1[CH:35]=[CH:34][CH:33]=[CH:32][C:31]=1[C:36]([N:20]1[CH2:21][CH2:22][CH:17]([N:15]2[C:14](=[O:23])[C:13]([CH3:25])([CH3:24])[C:12]([C:6]3[CH:7]=[CH:8][C:9]([O:10][CH3:11])=[C:4]([O:3][CH3:2])[CH:5]=3)=[N:16]2)[CH2:18][CH2:19]1)=[O:37])(=[O:28])[CH3:27], predict the reactants needed to synthesize it. The reactants are: Cl.[CH3:2][O:3][C:4]1[CH:5]=[C:6]([C:12]2[C:13]([CH3:25])([CH3:24])[C:14](=[O:23])[N:15]([CH:17]3[CH2:22][CH2:21][NH:20][CH2:19][CH2:18]3)[N:16]=2)[CH:7]=[CH:8][C:9]=1[O:10][CH3:11].[C:26]([O:29][C:30]1[CH:35]=[CH:34][CH:33]=[CH:32][C:31]=1[C:36](Cl)=[O:37])(=[O:28])[CH3:27]. (5) Given the product [C:17]([O:16][C:14]([NH:13][C:11]1[O:12][C:6]2[C:7](=[N:8][CH:9]=[C:4]([CH2:1][CH:2]=[O:30])[CH:5]=2)[C:10]=1[C:21]([O:23][CH2:24][CH3:25])=[O:22])=[O:15])([CH3:18])([CH3:19])[CH3:20], predict the reactants needed to synthesize it. The reactants are: [CH2:1]([C:4]1[CH:5]=[C:6]2[O:12][C:11]([NH:13][C:14]([O:16][C:17]([CH3:20])([CH3:19])[CH3:18])=[O:15])=[C:10]([C:21]([O:23][CH2:24][CH3:25])=[O:22])[C:7]2=[N:8][CH:9]=1)[CH:2]=C.C[N+]1([O-])CC[O:30]CC1.S([O-])([O-])=O.[Na+].[Na+].CC(O)=O. (6) Given the product [CH3:38][C:39]([CH3:47])([CH3:46])[CH2:40][CH2:41][S:42]([O:30][C:27]1[CH:26]=[CH:25][C:24]([N:10]2[C:11]([CH3:23])=[C:12]([C:14]([NH:16][N:17]3[CH2:22][CH2:21][CH2:20][CH2:19][CH2:18]3)=[O:15])[N:13]=[C:9]2[C:3]2[CH:4]=[CH:5][C:6]([Cl:8])=[CH:7][C:2]=2[Cl:1])=[CH:29][CH:28]=1)(=[O:44])=[O:43], predict the reactants needed to synthesize it. The reactants are: [Cl:1][C:2]1[CH:7]=[C:6]([Cl:8])[CH:5]=[CH:4][C:3]=1[C:9]1[N:10]([C:24]2[CH:29]=[CH:28][C:27]([OH:30])=[CH:26][CH:25]=2)[C:11]([CH3:23])=[C:12]([C:14]([NH:16][N:17]2[CH2:22][CH2:21][CH2:20][CH2:19][CH2:18]2)=[O:15])[N:13]=1.C(N(CC)CC)C.[CH3:38][C:39]([CH3:47])([CH3:46])[CH2:40][CH2:41][S:42](Cl)(=[O:44])=[O:43].O. (7) The reactants are: [N+:1](/[CH:4]=[CH:5]/[C:6]1[CH:11]=[CH:10][CH:9]=[CH:8][CH:7]=1)([O-])=O.Cl.[NH2:13][CH2:14][CH2:15][C:16]([O:18][CH2:19][CH3:20])=[O:17].C(N(CC)C(C)C)(C)C. Given the product [NH2:1][CH2:4][CH:5]([NH:13][CH2:14][CH2:15][C:16]([O:18][CH2:19][CH3:20])=[O:17])[C:6]1[CH:11]=[CH:10][CH:9]=[CH:8][CH:7]=1, predict the reactants needed to synthesize it.